Dataset: Full USPTO retrosynthesis dataset with 1.9M reactions from patents (1976-2016). Task: Predict the reactants needed to synthesize the given product. (1) Given the product [Si:19]([O:26][C@@H:27]1[CH2:31][CH2:30][N:29]([C:13]([C:12]2[CH:11]=[CH:10][C:9]([B:4]3[O:5][C:6]([CH3:7])([CH3:8])[C:2]([CH3:1])([CH3:18])[O:3]3)=[CH:17][CH:16]=2)=[O:15])[CH2:28]1)([C:22]([CH3:25])([CH3:24])[CH3:23])([CH3:21])[CH3:20], predict the reactants needed to synthesize it. The reactants are: [CH3:1][C:2]1([CH3:18])[C:6]([CH3:8])([CH3:7])[O:5][B:4]([C:9]2[CH:17]=[CH:16][C:12]([C:13]([OH:15])=O)=[CH:11][CH:10]=2)[O:3]1.[Si:19]([O:26][C@@H:27]1[CH2:31][CH2:30][NH:29][CH2:28]1)([C:22]([CH3:25])([CH3:24])[CH3:23])([CH3:21])[CH3:20]. (2) Given the product [OH:25][CH2:24][CH2:26][NH:27][C:13](=[O:15])[C:12]1[CH:16]=[CH:17][C:9]([O:8][CH2:7][C:6]2[N:2]([CH3:1])[N:3]=[N:4][C:5]=2[C:18]2[CH:23]=[CH:22][CH:21]=[CH:20][N:19]=2)=[N:10][CH:11]=1, predict the reactants needed to synthesize it. The reactants are: [CH3:1][N:2]1[C:6]([CH2:7][O:8][C:9]2[CH:17]=[CH:16][C:12]([C:13]([OH:15])=O)=[CH:11][N:10]=2)=[C:5]([C:18]2[CH:23]=[CH:22][CH:21]=[CH:20][N:19]=2)[N:4]=[N:3]1.[CH2:24]([CH2:26][NH2:27])[OH:25].